Dataset: Forward reaction prediction with 1.9M reactions from USPTO patents (1976-2016). Task: Predict the product of the given reaction. (1) Given the reactants [C:1]([O:5][NH:6][C:7](=[O:31])[CH:8]([NH:16][S:17]([C:20]1[CH:25]=[CH:24][C:23]([O:26][CH2:27][C:28]#[C:29][CH3:30])=[CH:22][CH:21]=1)(=[O:19])=[O:18])[C:9]1[CH:14]=[CH:13][C:12]([OH:15])=[CH:11][CH:10]=1)([CH3:4])([CH3:3])[CH3:2].C([O-])([O-])=O.[K+].[K+].[CH2:38](Br)[C:39]#[CH:40], predict the reaction product. The product is: [C:1]([O:5][NH:6][C:7](=[O:31])[CH:8]([NH:16][S:17]([C:20]1[CH:21]=[CH:22][C:23]([O:26][CH2:27][C:28]#[C:29][CH3:30])=[CH:24][CH:25]=1)(=[O:19])=[O:18])[C:9]1[CH:10]=[CH:11][C:12]([O:15][CH2:40][C:39]#[CH:38])=[CH:13][CH:14]=1)([CH3:4])([CH3:3])[CH3:2]. (2) Given the reactants [NH2:1][C:2]1[N:3]([CH3:30])[C:4](=[O:29])[C:5]([C:20]2[CH:21]=[C:22]([CH:27]=O)[N:23]([CH2:25][CH3:26])[CH:24]=2)([C:7]2[CH:12]=[CH:11][CH:10]=[C:9]([C:13]3[C:14]([F:19])=[N:15][CH:16]=[CH:17][CH:18]=3)[CH:8]=2)[N:6]=1.[ClH:31].[O:32]([NH2:34])[CH3:33], predict the reaction product. The product is: [ClH:31].[CH3:33][O:32][N:34]=[CH:27][C:22]1[N:23]([CH2:25][CH3:26])[CH:24]=[C:20]([C:5]2([C:7]3[CH:12]=[CH:11][CH:10]=[C:9]([C:13]4[C:14]([F:19])=[N:15][CH:16]=[CH:17][CH:18]=4)[CH:8]=3)[C:4](=[O:29])[N:3]([CH3:30])[C:2]([NH2:1])=[N:6]2)[CH:21]=1. (3) Given the reactants [NH2:1][C:2]1[CH:7]=[CH:6][N:5]=[CH:4][CH:3]=1.N1C=CC=CC=1.Cl[C:15](OC1C=CC=CC=1)=[O:16].[Cl:24][C:25]1[CH:31]=[C:30]([O:32][C:33]2[C:34]3[N:41]([CH3:42])[CH:40]=[CH:39][C:35]=3[N:36]=[CH:37][N:38]=2)[CH:29]=[CH:28][C:26]=1[NH2:27], predict the reaction product. The product is: [Cl:24][C:25]1[CH:31]=[C:30]([O:32][C:33]2[C:34]3[N:41]([CH3:42])[CH:40]=[CH:39][C:35]=3[N:36]=[CH:37][N:38]=2)[CH:29]=[CH:28][C:26]=1[NH:27][C:15]([NH:1][C:2]1[CH:7]=[CH:6][N:5]=[CH:4][CH:3]=1)=[O:16]. (4) Given the reactants Br[C:2]1[C:7]([OH:8])=[CH:6][CH:5]=[CH:4][N:3]=1.C(=O)([O-])[O-].[Na+].[Na+].N#N.[F:17][C:18]1[CH:23]=[CH:22][C:21](B(O)O)=[CH:20][CH:19]=1, predict the reaction product. The product is: [F:17][C:18]1[CH:23]=[CH:22][C:21]([C:2]2[C:7]([OH:8])=[CH:6][CH:5]=[CH:4][N:3]=2)=[CH:20][CH:19]=1.